Dataset: Catalyst prediction with 721,799 reactions and 888 catalyst types from USPTO. Task: Predict which catalyst facilitates the given reaction. (1) Reactant: CCN(C(C)C)C(C)C.[Li]CCCC.[Cl:15][C:16]1[CH:26]=[CH:25][CH:24]=[C:23]([F:27])[C:17]=1[C:18]([O:20][CH2:21][CH3:22])=[O:19].CN([CH:31]=[O:32])C. Product: [Cl:15][C:16]1[C:17]([C:18]([O:20][CH2:21][CH3:22])=[O:19])=[C:23]([F:27])[C:24]([CH:31]=[O:32])=[CH:25][CH:26]=1. The catalyst class is: 1. (2) The catalyst class is: 1. Product: [F:1][C:2]1[CH:12]=[C:11]([C:13]2[CH:14]=[N:15][C:16]([O:19][CH2:20][CH:21]3[CH2:22][CH2:23][N:24]([CH2:27][C:28]4([C:32]([F:34])([F:35])[F:33])[CH2:31][CH2:30][CH2:29]4)[CH2:25][CH2:26]3)=[N:17][CH:18]=2)[CH:10]=[CH:9][C:3]=1[C:4]([OH:6])=[O:5]. Reactant: [F:1][C:2]1[CH:12]=[C:11]([C:13]2[CH:14]=[N:15][C:16]([O:19][CH2:20][CH:21]3[CH2:26][CH2:25][N:24]([CH2:27][C:28]4([C:32]([F:35])([F:34])[F:33])[CH2:31][CH2:30][CH2:29]4)[CH2:23][CH2:22]3)=[N:17][CH:18]=2)[CH:10]=[CH:9][C:3]=1[C:4]([O:6]CC)=[O:5].O[Li].O. (3) Reactant: [C:1]([O:5][C:6](=[O:38])[CH2:7][CH:8]([OH:37])[C:9]([CH3:36])([CH3:35])[C:10](=[O:34])[CH:11]([CH3:33])[CH:12]([O:24][C:25]([O:27][CH2:28][C:29]([Cl:32])([Cl:31])[Cl:30])=[O:26])[CH:13]([CH3:23])[CH2:14][O:15][CH2:16][C:17]1[CH:22]=[CH:21][CH:20]=[CH:19][CH:18]=1)([CH3:4])([CH3:3])[CH3:2].N1C=CN=C1.[Si:44](Cl)([CH2:49][CH3:50])([CH2:47][CH3:48])[CH2:45][CH3:46]. Product: [C:1]([O:5][C:6](=[O:38])[CH2:7][CH:8]([O:37][Si:44]([CH2:49][CH3:50])([CH2:47][CH3:48])[CH2:45][CH3:46])[C:9]([CH3:36])([CH3:35])[C:10](=[O:34])[CH:11]([CH3:33])[CH:12]([O:24][C:25]([O:27][CH2:28][C:29]([Cl:30])([Cl:32])[Cl:31])=[O:26])[CH:13]([CH3:23])[CH2:14][O:15][CH2:16][C:17]1[CH:18]=[CH:19][CH:20]=[CH:21][CH:22]=1)([CH3:3])([CH3:2])[CH3:4]. The catalyst class is: 634. (4) Reactant: [F:1][C:2]1[CH:3]=[C:4]([C:8]2[CH:13]=[CH:12][C:11]([F:14])=[C:10]([C:15]([NH:17][C:18]3[CH:19]=[C:20]([CH:26]=[CH:27][CH:28]=3)[O:21][CH2:22][C:23]([OH:25])=[O:24])=[O:16])[CH:9]=2)[CH:5]=[CH:6][CH:7]=1.[C:29]1(C)C=CC(S(O)(=O)=O)=CC=1. Product: [F:1][C:2]1[CH:3]=[C:4]([C:8]2[CH:13]=[CH:12][C:11]([F:14])=[C:10]([C:15]([NH:17][C:18]3[CH:19]=[C:20]([CH:26]=[CH:27][CH:28]=3)[O:21][CH2:22][C:23]([O:25][CH3:29])=[O:24])=[O:16])[CH:9]=2)[CH:5]=[CH:6][CH:7]=1. The catalyst class is: 5. (5) Reactant: [F:1][C:2]1[C:7]([NH:8][CH2:9][C:10]2[CH:15]=[C:14]([O:16][CH3:17])[CH:13]=[C:12]([C:18]3[CH:23]=[CH:22][CH:21]=[C:20]([F:24])[CH:19]=3)[C:11]=2[F:25])=[C:6]([F:26])[CH:5]=[CH:4][C:3]=1[OH:27].C([O-])([O-])=O.[Cs+].[Cs+].Br[CH2:35][C:36]([O:38][CH2:39][CH3:40])=[O:37].O. Product: [F:1][C:2]1[C:7]([NH:8][CH2:9][C:10]2[CH:15]=[C:14]([O:16][CH3:17])[CH:13]=[C:12]([C:18]3[CH:23]=[CH:22][CH:21]=[C:20]([F:24])[CH:19]=3)[C:11]=2[F:25])=[C:6]([F:26])[CH:5]=[CH:4][C:3]=1[O:27][CH2:35][C:36]([O:38][CH2:39][CH3:40])=[O:37]. The catalyst class is: 3. (6) Reactant: [CH2:1]1[C:9]2[C:4](=[CH:5][CH:6]=[CH:7][CH:8]=2)[CH2:3][C:2]21[CH2:15][CH2:14][CH2:13][CH2:12][CH2:11][C:10]2=[O:16].[C:17](=O)([O:20]C)[O:18][CH3:19].[H-].[Na+]. Product: [O:16]=[C:10]1[C:2]2([CH2:1][C:9]3[C:4](=[CH:5][CH:6]=[CH:7][CH:8]=3)[CH2:3]2)[CH2:15][CH2:14][CH2:13][CH2:12][CH:11]1[C:17]([O:18][CH3:19])=[O:20]. The catalyst class is: 5.